Dataset: Catalyst prediction with 721,799 reactions and 888 catalyst types from USPTO. Task: Predict which catalyst facilitates the given reaction. (1) Reactant: [CH3:1][O:2][C:3]([C:5]1[NH:6][C:7](=[O:22])[C:8]2[C:13]([C:14]=1[C:15]1[CH:20]=[CH:19][CH:18]=[CH:17][CH:16]=1)=[CH:12][C:11]([Br:21])=[CH:10][CH:9]=2)=[O:4].[H-].[Na+].Br[CH2:26][C:27]1[CH:35]=[CH:34][C:30]2=[N:31][S:32][N:33]=[C:29]2[CH:28]=1.O. Product: [CH3:1][O:2][C:3]([C:5]1[N:6]([CH2:26][C:27]2[CH:35]=[CH:34][C:30]3=[N:31][S:32][N:33]=[C:29]3[CH:28]=2)[C:7](=[O:22])[C:8]2[C:13]([C:14]=1[C:15]1[CH:20]=[CH:19][CH:18]=[CH:17][CH:16]=1)=[CH:12][C:11]([Br:21])=[CH:10][CH:9]=2)=[O:4]. The catalyst class is: 3. (2) The catalyst class is: 259. Product: [OH:33][CH2:34][CH:35]([CH3:39])[CH2:36][CH2:37][NH:38][C:2]1[N:10]=[CH:9][N:8]=[C:7]2[C:3]=1[N:4]=[CH:5][N:6]2[CH:11]1[CH2:16][CH2:15][CH2:14][CH2:13][O:12]1. Reactant: Cl[C:2]1[N:10]=[CH:9][N:8]=[C:7]2[C:3]=1[N:4]=[CH:5][N:6]2[CH:11]1[CH2:16][CH2:15][CH2:14][CH2:13][O:12]1.ClC1N=CN=C2C=1NC=N2.C(O)(=O)C(O)=O.[OH:33][CH2:34][CH:35]([CH3:39])[CH2:36][CH2:37][NH2:38].C(N(CC)CC)C. (3) Reactant: [CH2:1]([C:3]1[C:11]2[C:6](=[CH:7][CH:8]=[CH:9][C:10]=2[NH:12][C:13]([C:15]2[N:19]3[CH:20]=[CH:21][C:22]([C:24]([O:26]CC)=[O:25])=[CH:23][C:18]3=[N:17][CH:16]=2)=[O:14])[N:5]([CH2:29][C:30]2[CH:35]=[CH:34][CH:33]=[C:32]([CH3:36])[N:31]=2)[N:4]=1)[CH3:2].[OH-].[Li+].Cl.[Cl-].[Li+]. Product: [CH2:1]([C:3]1[C:11]2[C:6](=[CH:7][CH:8]=[CH:9][C:10]=2[NH:12][C:13]([C:15]2[N:19]3[CH:20]=[CH:21][C:22]([C:24]([OH:26])=[O:25])=[CH:23][C:18]3=[N:17][CH:16]=2)=[O:14])[N:5]([CH2:29][C:30]2[CH:35]=[CH:34][CH:33]=[C:32]([CH3:36])[N:31]=2)[N:4]=1)[CH3:2]. The catalyst class is: 20. (4) Reactant: [CH3:1][NH:2][SH:3](=[O:5])=[O:4].Cl[C:7]1[N:12]=[C:11]([Cl:13])[C:10]([CH3:14])=[CH:9][N:8]=1.[C:15](=O)([O-])[O-].[K+].[K+]. Product: [Cl:13][C:11]1[C:10]([CH3:14])=[CH:9][N:8]=[C:7]([N:2]([CH3:1])[S:3]([CH3:15])(=[O:5])=[O:4])[N:12]=1. The catalyst class is: 3. (5) Reactant: [N:1]1[C:8](Cl)=[N:7][C:5]([Cl:6])=[N:4][C:2]=1[Cl:3].[NH2:10][C:11]1[CH:26]=[CH:25][C:14]([O:15][CH2:16][O:17][C:18]2[CH:23]=[CH:22][C:21]([NH2:24])=[CH:20][CH:19]=2)=[CH:13][CH:12]=1.BrCBr.[H-].[Na+]. Product: [Cl:6][C:5]1[N:4]=[C:2]([Cl:3])[N:1]=[C:8]([N:24]([C:21]2[CH:22]=[CH:23][C:18]([O:17][CH2:16][O:15][C:14]3[CH:25]=[CH:26][C:11]([N:10]([C:8]4[N:7]=[C:5]([Cl:6])[N:4]=[C:2]([Cl:3])[N:1]=4)[C:8]4[N:7]=[C:5]([Cl:6])[N:4]=[C:2]([Cl:3])[N:1]=4)=[CH:12][CH:13]=3)=[CH:19][CH:20]=2)[C:8]2[N:7]=[C:5]([Cl:6])[N:4]=[C:2]([Cl:3])[N:1]=2)[N:7]=1. The catalyst class is: 7. (6) The catalyst class is: 4. Product: [C:1]([NH:5][C:6]([C:8]1[C:16]2[C:11](=[N:12][CH:13]=[C:14]([N:17]3[C:25]4[C:20](=[CH:21][C:22]([O:26][CH3:27])=[CH:23][CH:24]=4)[CH:19]=[N:18]3)[N:15]=2)[NH:10][CH:9]=1)=[O:7])([CH3:4])([CH3:3])[CH3:2]. Reactant: [C:1]([NH:5][C:6]([C:8]1[C:16]2[C:11](=[N:12][CH:13]=[C:14]([N:17]3[C:25]4[C:20](=[CH:21][C:22]([O:26][CH3:27])=[CH:23][CH:24]=4)[CH:19]=[N:18]3)[N:15]=2)[N:10](COCC[Si](C)(C)C)[CH:9]=1)=[O:7])([CH3:4])([CH3:3])[CH3:2].FC(F)(F)C(O)=O.